This data is from Full USPTO retrosynthesis dataset with 1.9M reactions from patents (1976-2016). The task is: Predict the reactants needed to synthesize the given product. (1) Given the product [Br:12][C:11]1[C:10]([Br:13])=[C:9]([Br:14])[S:8][C:7]=1[C:5](=[O:6])[C:4]([OH:15])=[O:3], predict the reactants needed to synthesize it. The reactants are: C([O:3][C:4](=[O:15])[C:5]([C:7]1[S:8][C:9]([Br:14])=[C:10]([Br:13])[C:11]=1[Br:12])=[O:6])C.Cl. (2) Given the product [Si:2]([O:1][CH2:9][C@@H:10]([N:19]1[CH:24]=[CH:23][C:22]([C:25]2[CH:30]=[CH:29][N:28]=[C:27]([NH:42][C:41]3[N:37]([CH3:36])[N:38]=[CH:39][CH:40]=3)[N:26]=2)=[CH:21][C:20]1=[O:35])[C:11]1[CH:16]=[CH:15][C:14]([Cl:17])=[C:13]([F:18])[CH:12]=1)([C:5]([CH3:8])([CH3:7])[CH3:6])([CH3:4])[CH3:3], predict the reactants needed to synthesize it. The reactants are: [O:1]([CH2:9][C@@H:10]([N:19]1[CH:24]=[CH:23][C:22]([C:25]2[CH:30]=[CH:29][N:28]=[C:27](S(C)(=O)=O)[N:26]=2)=[CH:21][C:20]1=[O:35])[C:11]1[CH:16]=[CH:15][C:14]([Cl:17])=[C:13]([F:18])[CH:12]=1)[Si:2]([C:5]([CH3:8])([CH3:7])[CH3:6])([CH3:4])[CH3:3].[CH3:36][N:37]1[C:41]([NH2:42])=[CH:40][CH:39]=[N:38]1.